Dataset: Catalyst prediction with 721,799 reactions and 888 catalyst types from USPTO. Task: Predict which catalyst facilitates the given reaction. Reactant: C(OC(=O)[NH:10][CH2:11][CH:12]1[CH2:16][C:15]2[CH:17]=[CH:18][CH:19]=[C:20]([C:21]3[CH:26]=[CH:25][C:24]([Cl:27])=[CH:23][C:22]=3[CH3:28])[C:14]=2[O:13]1)C1C=CC=CC=1.I[Si](C)(C)C. Product: [Cl:27][C:24]1[CH:25]=[CH:26][C:21]([C:20]2[C:14]3[O:13][CH:12]([CH2:11][NH2:10])[CH2:16][C:15]=3[CH:17]=[CH:18][CH:19]=2)=[C:22]([CH3:28])[CH:23]=1. The catalyst class is: 10.